From a dataset of Forward reaction prediction with 1.9M reactions from USPTO patents (1976-2016). Predict the product of the given reaction. (1) Given the reactants [Cl:1][C:2]1[N:3]=[C:4]2[CH:9]=[CH:8][C:7]([CH:10]3[CH2:12][CH2:11]3)=[N:6][N:5]2[C:13]=1[S:14]([N:17]=CN(CC(C)C)CC(C)C)(=[O:16])=[O:15].Cl, predict the reaction product. The product is: [Cl:1][C:2]1[N:3]=[C:4]2[CH:9]=[CH:8][C:7]([CH:10]3[CH2:12][CH2:11]3)=[N:6][N:5]2[C:13]=1[S:14]([NH2:17])(=[O:15])=[O:16]. (2) Given the reactants [NH2:1][C:2]1[CH:3]=[C:4]([NH:13][C:14](=[O:16])[CH3:15])[CH:5]=[C:6]([N:8]2[CH:12]=[CH:11][CH:10]=[CH:9]2)[CH:7]=1.F[C:18]1[CH:23]=[CH:22][C:21]([I:24])=[CH:20][C:19]=1[N+:25]([O-:27])=[O:26].[F-].[K+], predict the reaction product. The product is: [I:24][C:21]1[CH:22]=[CH:23][C:18]([NH:1][C:2]2[CH:3]=[C:4]([NH:13][C:14](=[O:16])[CH3:15])[CH:5]=[C:6]([N:8]3[CH:9]=[CH:10][CH:11]=[CH:12]3)[CH:7]=2)=[C:19]([N+:25]([O-:27])=[O:26])[CH:20]=1.